Dataset: Merck oncology drug combination screen with 23,052 pairs across 39 cell lines. Task: Regression. Given two drug SMILES strings and cell line genomic features, predict the synergy score measuring deviation from expected non-interaction effect. (1) Drug 1: CN1C(=O)C=CC2(C)C3CCC4(C)C(NC(=O)OCC(F)(F)F)CCC4C3CCC12. Drug 2: CNC(=O)c1cc(Oc2ccc(NC(=O)Nc3ccc(Cl)c(C(F)(F)F)c3)cc2)ccn1. Cell line: T47D. Synergy scores: synergy=16.7. (2) Drug 1: COc1cc(C2c3cc4c(cc3C(OC3OC5COC(C)OC5C(O)C3O)C3COC(=O)C23)OCO4)cc(OC)c1O. Drug 2: NC1(c2ccc(-c3nc4ccn5c(=O)[nH]nc5c4cc3-c3ccccc3)cc2)CCC1. Cell line: PA1. Synergy scores: synergy=0.590. (3) Drug 1: NC(=O)c1cccc2cn(-c3ccc(C4CCCNC4)cc3)nc12. Drug 2: COC1=C2CC(C)CC(OC)C(O)C(C)C=C(C)C(OC(N)=O)C(OC)C=CC=C(C)C(=O)NC(=CC1=O)C2=O. Cell line: NCIH2122. Synergy scores: synergy=7.42. (4) Drug 1: CN1C(=O)C=CC2(C)C3CCC4(C)C(NC(=O)OCC(F)(F)F)CCC4C3CCC12. Drug 2: CC(C)CC(NC(=O)C(Cc1ccccc1)NC(=O)c1cnccn1)B(O)O. Cell line: OCUBM. Synergy scores: synergy=23.1. (5) Drug 1: O=S1(=O)NC2(CN1CC(F)(F)F)C1CCC2Cc2cc(C=CCN3CCC(C(F)(F)F)CC3)ccc2C1. Drug 2: O=C(O)C1(Cc2cccc(Nc3nccs3)n2)CCC(Oc2cccc(Cl)c2F)CC1. Cell line: SKMES1. Synergy scores: synergy=4.53. (6) Drug 1: O=S1(=O)NC2(CN1CC(F)(F)F)C1CCC2Cc2cc(C=CCN3CCC(C(F)(F)F)CC3)ccc2C1. Drug 2: Nc1ccn(C2OC(CO)C(O)C2(F)F)c(=O)n1. Cell line: KPL1. Synergy scores: synergy=4.45.